Dataset: Retrosynthesis with 50K atom-mapped reactions and 10 reaction types from USPTO. Task: Predict the reactants needed to synthesize the given product. (1) Given the product CC(C)(C)OC(=O)Nc1ccc(OC(F)(F)F)cc1NC(=O)CC(=O)c1cccc(-c2ccc(C3CC3)nc2)c1, predict the reactants needed to synthesize it. The reactants are: CC(C)(C)OC(=O)CC(=O)c1cccc(-c2ccc(C3CC3)nc2)c1.CC(C)(C)OC(=O)Nc1ccc(OC(F)(F)F)cc1N. (2) Given the product O=C(Nc1ccccc1)N1CCc2cc(Br)ccc21, predict the reactants needed to synthesize it. The reactants are: Brc1ccc2c(c1)CCN2.O=C=Nc1ccccc1. (3) Given the product C[C@H]1CN(C(=O)OC(C)(C)C)CCN1C1CCN(C(=O)OCc2ccccc2)CC1, predict the reactants needed to synthesize it. The reactants are: C[C@H]1CN(C(=O)OC(C)(C)C)CCN1.O=C1CCN(C(=O)OCc2ccccc2)CC1. (4) Given the product Cc1oc(-c2cccs2)nc1COc1ccc(CN(CC(=O)O)S(=O)(=O)N(C)C)cc1, predict the reactants needed to synthesize it. The reactants are: CCOC(=O)CN(Cc1ccc(OCc2nc(-c3cccs3)oc2C)cc1)S(=O)(=O)N(C)C. (5) Given the product CSC(C(=O)O)c1ccc(N(C)C)cc1, predict the reactants needed to synthesize it. The reactants are: COC(=O)C(SC)c1ccc(N(C)C)cc1.